Dataset: Reaction yield outcomes from USPTO patents with 853,638 reactions. Task: Predict the reaction yield, written as a fraction of the theoretical maximum amount of product (1.0 means a 100% yield; for example, 0.34 means a 34% yield). The reactants are [Br:1]N1C(=O)CCC1=O.C1(P(C2C=CC=CC=2)C2C=CC=CC=2)C=CC=CC=1.N1C=CC=CC=1.O[CH2:35][CH2:36][C@@H:37]([NH:46][C:47]([O:49][C:50]([CH3:53])([CH3:52])[CH3:51])=[O:48])[C:38]([O:40][CH:41]1[CH2:45][CH2:44][CH2:43][CH2:42]1)=[O:39]. The catalyst is C(Cl)Cl. The product is [Br:1][CH2:35][CH2:36][C@@H:37]([NH:46][C:47]([O:49][C:50]([CH3:53])([CH3:52])[CH3:51])=[O:48])[C:38]([O:40][CH:41]1[CH2:45][CH2:44][CH2:43][CH2:42]1)=[O:39]. The yield is 0.840.